Dataset: Full USPTO retrosynthesis dataset with 1.9M reactions from patents (1976-2016). Task: Predict the reactants needed to synthesize the given product. (1) The reactants are: [F:1][C:2]1[CH:10]=[C:9]2[C:5]([C:6]([CH:17]3[CH2:22][CH2:21][NH:20][CH2:19][CH2:18]3)=[CH:7][N:8]2[CH2:11][C:12]2[CH:16]=[CH:15][S:14][CH:13]=2)=[CH:4][CH:3]=1.C([O:25][C:26](=[O:37])[C:27]1[CH:32]=[C:31]([CH2:33]Br)[CH:30]=[CH:29][C:28]=1[O:35][CH3:36])C. Given the product [F:1][C:2]1[CH:10]=[C:9]2[C:5]([C:6]([CH:17]3[CH2:22][CH2:21][N:20]([CH2:33][C:31]4[CH:30]=[CH:29][C:28]([O:35][CH3:36])=[C:27]([CH:32]=4)[C:26]([OH:37])=[O:25])[CH2:19][CH2:18]3)=[CH:7][N:8]2[CH2:11][C:12]2[CH:16]=[CH:15][S:14][CH:13]=2)=[CH:4][CH:3]=1, predict the reactants needed to synthesize it. (2) Given the product [CH3:20][O:19][C:16]1[N:15]=[N:14][C:13]([CH:7]([C:3]2[CH:2]=[N:1][CH:6]=[CH:5][CH:4]=2)[C:8]#[N:9])=[CH:18][CH:17]=1, predict the reactants needed to synthesize it. The reactants are: [N:1]1[CH:6]=[CH:5][CH:4]=[C:3]([CH2:7][C:8]#[N:9])[CH:2]=1.[H-].[Na+].Cl[C:13]1[N:14]=[N:15][C:16]([O:19][CH3:20])=[CH:17][CH:18]=1. (3) Given the product [CH3:1][O:2][C:3](=[O:19])[C:4]1[CH:9]=[CH:8][CH:7]=[CH:6][C:5]=1[NH:10][CH2:11][C:12]1[CH:17]=[CH:16][N:15]=[C:14]([N:28]2[CH2:32][CH2:31][CH2:30][C:29]2=[O:33])[CH:13]=1, predict the reactants needed to synthesize it. The reactants are: [CH3:1][O:2][C:3](=[O:19])[C:4]1[CH:9]=[CH:8][CH:7]=[CH:6][C:5]=1[NH:10][CH2:11][C:12]1[CH:17]=[CH:16][N:15]=[C:14](Br)[CH:13]=1.P([O-])([O-])([O-])=O.[K+].[K+].[K+].[NH:28]1[CH2:32][CH2:31][CH2:30][C:29]1=[O:33].O. (4) Given the product [F:40][C:18]1[CH:19]=[C:20]([NH:23][C:24]([C:26]2[C:27](=[O:39])[N:28]([C:32]3[CH:37]=[CH:36][C:35]([F:38])=[CH:34][CH:33]=3)[CH:29]=[CH:30][CH:31]=2)=[O:25])[CH:21]=[CH:22][C:17]=1[O:16][C:15]1[CH:14]=[CH:13][N:12]=[C:11]([NH:41][C:42](=[O:48])[O:43][C:44]([CH3:45])([CH3:46])[CH3:47])[C:10]=1[CH2:9][OH:8], predict the reactants needed to synthesize it. The reactants are: [Si]([O:8][CH2:9][C:10]1[C:11]([NH:41][C:42](=[O:48])[O:43][C:44]([CH3:47])([CH3:46])[CH3:45])=[N:12][CH:13]=[CH:14][C:15]=1[O:16][C:17]1[CH:22]=[CH:21][C:20]([NH:23][C:24]([C:26]2[C:27](=[O:39])[N:28]([C:32]3[CH:37]=[CH:36][C:35]([F:38])=[CH:34][CH:33]=3)[CH:29]=[CH:30][CH:31]=2)=[O:25])=[CH:19][C:18]=1[F:40])(C(C)(C)C)(C)C.[F-].C([N+](CCCC)(CCCC)CCCC)CCC. (5) Given the product [Cl:1][C:2]1[CH:7]=[CH:6][C:5]([CH:8]([CH2:13][C:18]([CH3:20])([N+:15]([O-:17])=[O:16])[CH3:19])[C:9]([O:11][CH3:12])=[O:10])=[CH:4][C:3]=1[F:14], predict the reactants needed to synthesize it. The reactants are: [Cl:1][C:2]1[CH:7]=[CH:6][C:5]([C:8](=[CH2:13])[C:9]([O:11][CH3:12])=[O:10])=[CH:4][C:3]=1[F:14].[N+:15]([CH:18]([CH3:20])[CH3:19])([O-:17])=[O:16].C1CCN2C(=NCCC2)CC1.Cl. (6) Given the product [CH:9]1[C:10]2[C:5](=[CH:4][CH:3]=[C:2]([NH:1][CH:14]([CH2:19][CH:20]([CH3:22])[CH3:21])[C:15]([O:17][CH3:18])=[O:16])[CH:11]=2)[CH:6]=[CH:7][N:8]=1, predict the reactants needed to synthesize it. The reactants are: [NH2:1][C:2]1[CH:11]=[C:10]2[C:5]([CH:6]=[CH:7][N:8]=[CH:9]2)=[CH:4][CH:3]=1.[N+](=[C:14]([CH2:19][CH:20]([CH3:22])[CH3:21])[C:15]([O:17][CH3:18])=[O:16])=[N-]. (7) Given the product [Br:1][C:2]1[C:7]([CH3:8])=[CH:6][C:5]([O:9][CH2:18][CH:19]2[CH2:23][CH2:22][O:21][CH2:20]2)=[CH:4][C:3]=1[CH3:10], predict the reactants needed to synthesize it. The reactants are: [Br:1][C:2]1[C:7]([CH3:8])=[CH:6][C:5]([OH:9])=[CH:4][C:3]=1[CH3:10].C([O-])([O-])=O.[K+].[K+].Br[CH2:18][CH:19]1[CH2:23][CH2:22][O:21][CH2:20]1. (8) Given the product [Cl:8][C:9]1[CH:17]=[CH:16][C:12]([C:37]([NH:58][CH:59]([CH:70]2[CH2:75][CH2:74][CH2:73][CH2:72]2)[CH2:60][CH2:61][NH:62][C:63](=[O:69])[O:64][C:65]([CH3:66])([CH3:67])[CH3:68])=[O:41])=[CH:11][C:10]=1[NH:18][C:19]([C:21]1[C:32](=[O:33])[NH:31][C:24]2[N:25]=[C:26]([O:29][CH3:30])[N:27]=[CH:28][C:23]=2[CH:22]=1)=[O:20], predict the reactants needed to synthesize it. The reactants are: C(N(CC)CC)C.[Cl:8][C:9]1[CH:17]=[CH:16][C:12](C(O)=O)=[CH:11][C:10]=1[NH:18][C:19]([C:21]1[C:32](=[O:33])[NH:31][C:24]2[N:25]=[C:26]([O:29][CH3:30])[N:27]=[CH:28][C:23]=2[CH:22]=1)=[O:20].CN([C:37]([O:41]N1N=NC2C=CC=NC1=2)=[N+](C)C)C.F[P-](F)(F)(F)(F)F.[NH2:58][CH:59]([CH:70]1[CH2:75][CH2:74][CH2:73][CH2:72]C1)[CH2:60][CH2:61][NH:62][C:63](=[O:69])[O:64][C:65]([CH3:68])([CH3:67])[CH3:66]. (9) Given the product [OH:13][C:9]1[CH:10]=[CH:11][C:12]2[C:3]([CH2:4][C:5]([OH:15])=[O:17])=[CH:2][O:6][C:7]=2[C:8]=1[CH3:14], predict the reactants needed to synthesize it. The reactants are: Cl[CH2:2][C:3]1[C:12]2[C:7](=[C:8]([CH3:14])[C:9]([OH:13])=[CH:10][CH:11]=2)[O:6][C:5](=[O:15])[CH:4]=1.S(=O)(=O)(O)[OH:17].